Dataset: Reaction yield outcomes from USPTO patents with 853,638 reactions. Task: Predict the reaction yield, written as a fraction of the theoretical maximum amount of product (1.0 means a 100% yield; for example, 0.34 means a 34% yield). (1) The reactants are O.O[N:3]1C2C=CC=CC=2N=N1.Cl.CN(C)CCCN=C=NCC.[C:24]([O:28][C:29]([N:31]1[CH2:36][CH2:35][C:34]([NH:40][C:41]([O:43][C:44]([CH3:47])([CH3:46])[CH3:45])=[O:42])([C:37](O)=[O:38])[CH2:33][CH2:32]1)=[O:30])([CH3:27])([CH3:26])[CH3:25].[OH-].[NH4+]. The catalyst is CN(C=O)C.[Cl-].[Na+].O.O. The product is [C:24]([O:28][C:29]([N:31]1[CH2:36][CH2:35][C:34]([NH:40][C:41]([O:43][C:44]([CH3:45])([CH3:47])[CH3:46])=[O:42])([C:37](=[O:38])[NH2:3])[CH2:33][CH2:32]1)=[O:30])([CH3:27])([CH3:25])[CH3:26]. The yield is 0.970. (2) The reactants are [CH:1]([C:3]1[CH:12]=[CH:11][C:6]([C:7]([O:9][CH3:10])=[O:8])=[CH:5][N:4]=1)=O.[CH3:13][C:14]1[CH:15]=[C:16]([NH2:29])[CH:17]=[N:18][C:19]=1[N:20]1[CH:24]=[C:23]([C:25]([F:28])([F:27])[F:26])[CH:22]=[N:21]1. The catalyst is C1(C)C=CC=CC=1. The product is [CH3:13][C:14]1[CH:15]=[C:16]([N:29]=[CH:1][C:3]2[CH:12]=[CH:11][C:6]([C:7]([O:9][CH3:10])=[O:8])=[CH:5][N:4]=2)[CH:17]=[N:18][C:19]=1[N:20]1[CH:24]=[C:23]([C:25]([F:28])([F:27])[F:26])[CH:22]=[N:21]1. The yield is 1.00. (3) The reactants are [C:1]([O:10][CH2:11][CH3:12])(=[O:9])[C:2]1[C:3](=[CH:5][CH:6]=[CH:7][CH:8]=1)[OH:4].CC(C)([O-])C.[K+].I[C:20]1[CH:21]=[CH:22][C:23]2[N:24]([CH:26]=[C:27]([NH:29][C:30]([CH:32]3[CH2:34][CH2:33]3)=[O:31])[N:28]=2)[N:25]=1.C(=O)([O-])[O-].[K+].[K+]. The catalyst is CN(C)C=O. The product is [CH:32]1([C:30]([NH:29][C:27]2[N:28]=[C:23]3[CH:22]=[CH:21][C:20]([O:4][C:3]4[CH:5]=[CH:6][CH:7]=[CH:8][C:2]=4[C:1]([O:10][CH2:11][CH3:12])=[O:9])=[N:25][N:24]3[CH:26]=2)=[O:31])[CH2:33][CH2:34]1. The yield is 0.180. (4) The product is [CH3:1][O:2][C:3]1[CH:4]=[CH:5][C:6]([C:9]2[CH:17]=[C:16]3[C:12]([C:13](=[CH:19][C:21]4[NH:22][C:23]5[CH2:24][CH2:25][CH2:26][CH2:27][C:28]=5[C:29]=4[CH2:30][CH2:31][C:32]([OH:34])=[O:33])[C:14](=[O:18])[NH:15]3)=[CH:11][CH:10]=2)=[CH:7][CH:8]=1. The catalyst is N1CCCCC1.C(O)C. The yield is 0.300. The reactants are [CH3:1][O:2][C:3]1[CH:8]=[CH:7][C:6]([C:9]2[CH:17]=[C:16]3[C:12]([CH2:13][C:14](=[O:18])[NH:15]3)=[CH:11][CH:10]=2)=[CH:5][CH:4]=1.[CH:19]([C:21]1[NH:22][C:23]2[CH2:24][CH2:25][CH2:26][CH2:27][C:28]=2[C:29]=1[CH2:30][CH2:31][C:32]([OH:34])=[O:33])=O. (5) The reactants are O[Li].O.C([O:7][CH:8]1[C:12]2[N:13]=[CH:14][N:15]=[C:16]([N:17]3[CH2:22][CH2:21][N:20]([C:23]([O:25][C:26]([CH3:29])([CH3:28])[CH3:27])=[O:24])[CH2:19][CH2:18]3)[C:11]=2[C@H:10]([CH3:30])[CH2:9]1)(=O)C.C1COCC1.[NH4+].[Cl-]. The catalyst is O. The product is [OH:7][CH:8]1[C:12]2[N:13]=[CH:14][N:15]=[C:16]([N:17]3[CH2:22][CH2:21][N:20]([C:23]([O:25][C:26]([CH3:29])([CH3:28])[CH3:27])=[O:24])[CH2:19][CH2:18]3)[C:11]=2[C@H:10]([CH3:30])[CH2:9]1. The yield is 0.564.